This data is from Full USPTO retrosynthesis dataset with 1.9M reactions from patents (1976-2016). The task is: Predict the reactants needed to synthesize the given product. (1) The reactants are: [F:1][C:2]1[CH:7]=[CH:6][C:5]([O:8][CH3:9])=[CH:4][C:3]=1[C:10]1[O:14][C:13]([CH3:15])=[C:12]([CH:16]([NH:21][C:22]2[CH:30]=[CH:29][C:25]([C:26]([OH:28])=O)=[CH:24][CH:23]=2)[CH2:17][CH:18]([CH3:20])[CH3:19])[CH:11]=1.[CH3:31][NH:32][CH2:33][CH2:34][C:35]([O:37]CC)=[O:36].Cl.C(N=C=NCCCN(C)C)C.O.OC1C2N=NNC=2C=CC=1. Given the product [F:1][C:2]1[CH:7]=[CH:6][C:5]([O:8][CH3:9])=[CH:4][C:3]=1[C:10]1[O:14][C:13]([CH3:15])=[C:12]([CH:16]([NH:21][C:22]2[CH:23]=[CH:24][C:25]([C:26]([N:32]([CH3:31])[CH2:33][CH2:34][C:35]([OH:37])=[O:36])=[O:28])=[CH:29][CH:30]=2)[CH2:17][CH:18]([CH3:20])[CH3:19])[CH:11]=1, predict the reactants needed to synthesize it. (2) The reactants are: C[O:2][C:3](=[O:32])[CH2:4][O:5][C:6]1[CH:14]=[C:13]2[CH2:15][CH2:16][CH2:17][C:12]2=[C:11]2[C:7]=1[C:8]([C:27](=[O:31])[C:28]([NH2:30])=[O:29])=[C:9]([CH3:26])[N:10]2[CH2:18][C:19]1[CH:24]=[CH:23][CH:22]=[CH:21][C:20]=1[F:25].[OH-].[Li+]. Given the product [NH2:30][C:28](=[O:29])[C:27]([C:8]1[C:7]2[C:11](=[C:12]3[CH2:17][CH2:16][CH2:15][C:13]3=[CH:14][C:6]=2[O:5][CH2:4][C:3]([OH:32])=[O:2])[N:10]([CH2:18][C:19]2[CH:24]=[CH:23][CH:22]=[CH:21][C:20]=2[F:25])[C:9]=1[CH3:26])=[O:31], predict the reactants needed to synthesize it. (3) Given the product [CH3:25][C:26]1([CH3:41])[CH2:31][N:30]([C:32]2[CH:37]=[C:36]([F:38])[CH:35]=[CH:34][C:33]=2[CH3:39])[C:29](=[O:40])[CH2:28][N:27]1[CH2:11][C@H:9]([NH:10][S:12]([C:15]1[CH:20]=[CH:19][CH:18]=[CH:17][C:16]=1[N+:21]([O-:23])=[O:22])(=[O:14])=[O:13])[C@@H:7]1[CH2:8][C@@H:4]([CH:1]([CH3:3])[CH3:2])[C:5](=[O:24])[O:6]1, predict the reactants needed to synthesize it. The reactants are: [CH:1]([C@@H:4]1[CH2:8][C@@H:7]([CH:9]2[CH2:11][N@@:10]2[S:12]([C:15]2[CH:20]=[CH:19][CH:18]=[CH:17][C:16]=2[N+:21]([O-:23])=[O:22])(=[O:14])=[O:13])[O:6][C:5]1=[O:24])([CH3:3])[CH3:2].[CH3:25][C:26]1([CH3:41])[CH2:31][N:30]([C:32]2[CH:37]=[C:36]([F:38])[CH:35]=[CH:34][C:33]=2[CH3:39])[C:29](=[O:40])[CH2:28][NH:27]1.